Dataset: NCI-60 drug combinations with 297,098 pairs across 59 cell lines. Task: Regression. Given two drug SMILES strings and cell line genomic features, predict the synergy score measuring deviation from expected non-interaction effect. (1) Drug 1: C1=CC=C(C=C1)NC(=O)CCCCCCC(=O)NO. Drug 2: C1CNP(=O)(OC1)N(CCCl)CCCl. Cell line: MALME-3M. Synergy scores: CSS=19.9, Synergy_ZIP=-3.62, Synergy_Bliss=1.56, Synergy_Loewe=-11.1, Synergy_HSA=0.714. (2) Drug 1: CCC(=C(C1=CC=CC=C1)C2=CC=C(C=C2)OCCN(C)C)C3=CC=CC=C3.C(C(=O)O)C(CC(=O)O)(C(=O)O)O. Drug 2: C1=CN(C=N1)CC(O)(P(=O)(O)O)P(=O)(O)O. Cell line: SW-620. Synergy scores: CSS=7.13, Synergy_ZIP=-3.19, Synergy_Bliss=-1.95, Synergy_Loewe=-3.40, Synergy_HSA=-2.84.